This data is from Forward reaction prediction with 1.9M reactions from USPTO patents (1976-2016). The task is: Predict the product of the given reaction. (1) Given the reactants Br[C:2]1[CH:7]=[CH:6][C:5]([C:8]2([CH2:11][CH2:12][CH2:13][CH3:14])[CH2:10][CH2:9]2)=[CH:4][CH:3]=1.C([Li])CCC.CCCCCC.CN(C)[CH:28]=[O:29].[Cl-].[NH4+], predict the reaction product. The product is: [CH2:11]([C:8]1([C:5]2[CH:6]=[CH:7][C:2]([CH:28]=[O:29])=[CH:3][CH:4]=2)[CH2:10][CH2:9]1)[CH2:12][CH2:13][CH3:14]. (2) Given the reactants [CH3:1][C:2]1[CH:7]=[C:6]([C:8]([F:11])([F:10])[F:9])[CH:5]=[CH:4][C:3]=1[CH:12]1[CH2:17][CH:16]([C:18]([O:20]C)=[O:19])[CH2:15][CH2:14][N:13]1[C:22]([O:24][CH3:25])=[O:23].[Br-].[Li+].C(N(CC)CC)C, predict the reaction product. The product is: [CH3:25][O:24][C:22]([N:13]1[CH2:14][CH2:15][CH:16]([C:18]([OH:20])=[O:19])[CH2:17][CH:12]1[C:3]1[CH:4]=[CH:5][C:6]([C:8]([F:11])([F:9])[F:10])=[CH:7][C:2]=1[CH3:1])=[O:23]. (3) Given the reactants [Br:1][C:2]1[CH:17]=[C:16]([O:18][C:19]([F:22])([F:21])[F:20])[CH:15]=[CH:14][C:3]=1[O:4][CH2:5][CH2:6][C@@H:7](OS(C)(=O)=O)[CH3:8].[CH3:23][O:24][C:25](=[O:36])[CH2:26][CH2:27][C:28]1[CH:33]=[CH:32][C:31]([SH:34])=[CH:30][C:29]=1[CH3:35].C([O-])([O-])=O.[K+].[K+], predict the reaction product. The product is: [CH3:23][O:24][C:25](=[O:36])[CH2:26][CH2:27][C:28]1[CH:33]=[CH:32][C:31]([S:34][C@H:7]([CH3:8])[CH2:6][CH2:5][O:4][C:3]2[CH:14]=[CH:15][C:16]([O:18][C:19]([F:20])([F:21])[F:22])=[CH:17][C:2]=2[Br:1])=[CH:30][C:29]=1[CH3:35]. (4) Given the reactants Br[CH2:2][CH2:3][CH2:4][CH2:5][CH2:6][CH2:7][CH2:8][C:9]([NH:11][C:12]1[CH:41]=[CH:40][C:15]([C:16]([NH:18][CH2:19][C:20]2[C:21]([NH:33][CH:34]3[CH2:39][CH2:38][O:37][CH2:36][CH2:35]3)=[C:22]3[CH:30]=[N:29][N:28]([CH2:31][CH3:32])[C:23]3=[N:24][C:25]=2[CH2:26][CH3:27])=[O:17])=[CH:14][CH:13]=1)=[O:10].[CH3:42][NH:43][CH2:44][CH2:45][OH:46].C(N(CC)C(C)C)(C)C, predict the reaction product. The product is: [CH2:31]([N:28]1[C:23]2=[N:24][C:25]([CH2:26][CH3:27])=[C:20]([CH2:19][NH:18][C:16](=[O:17])[C:15]3[CH:40]=[CH:41][C:12]([NH:11][C:9](=[O:10])[CH2:8][CH2:7][CH2:6][CH2:5][CH2:4][CH2:3][CH2:2][N:43]([CH2:44][CH2:45][OH:46])[CH3:42])=[CH:13][CH:14]=3)[C:21]([NH:33][CH:34]3[CH2:39][CH2:38][O:37][CH2:36][CH2:35]3)=[C:22]2[CH:30]=[N:29]1)[CH3:32]. (5) Given the reactants [Cl:1][C:2]1[CH:3]=[C:4]([N:8]2[CH:12]=[C:11]([C@H:13]3[CH2:17][CH2:16][CH2:15][N:14]3[C:18](=[S:21])[NH:19][CH3:20])[N:10]=[N:9]2)[CH:5]=[CH:6][CH:7]=1.[CH3:22]C(C)([O-])C.[Na+].CI, predict the reaction product. The product is: [Cl:1][C:2]1[CH:3]=[C:4]([N:8]2[CH:12]=[C:11]([C@H:13]3[CH2:17][CH2:16][CH2:15][N:14]3[C:18]([S:21][CH3:22])=[N:19][CH3:20])[N:10]=[N:9]2)[CH:5]=[CH:6][CH:7]=1. (6) Given the reactants [Br:1][C:2]1[CH:3]=[C:4]([CH2:10][C:11]([OH:13])=[O:12])[CH:5]=[CH:6][C:7]=1[O:8][CH3:9].[CH3:14][CH2:15]O, predict the reaction product. The product is: [CH2:14]([O:12][C:11](=[O:13])[CH2:10][C:4]1[CH:5]=[CH:6][C:7]([O:8][CH3:9])=[C:2]([Br:1])[CH:3]=1)[CH3:15]. (7) Given the reactants C1[C:9]2[C:4](=[CH:5][CH:6]=[CH:7][CH:8]=2)C=C1N1CCCC1.[Li][CH2:16][CH2:17][CH2:18][CH3:19].IC.C(O)(C(F)(F)F)=[O:23].[Na+].[Cl-], predict the reaction product. The product is: [CH3:19][CH:18]1[C:9]2[C:4](=[CH:5][CH:6]=[CH:7][CH:8]=2)[CH2:16][C:17]1=[O:23]. (8) The product is: [C:12]([O:11][C:9]([N:23]1[CH2:22][CH2:21][NH:20][CH:19]([CH:16]([CH3:18])[CH3:17])[CH2:24]1)=[O:10])([CH3:13])([CH3:14])[CH3:15]. Given the reactants [C:9](O[C:9]([O:11][C:12]([CH3:15])([CH3:14])[CH3:13])=[O:10])([O:11][C:12]([CH3:15])([CH3:14])[CH3:13])=[O:10].[CH:16]([CH:19]1[CH2:24][NH:23][CH2:22][CH2:21][NH:20]1)([CH3:18])[CH3:17], predict the reaction product. (9) Given the reactants [C:1]12([CH2:8][O:9][C:10]3[CH:11]=[C:12]([C:16]4[C:24]5[C:23]([NH2:25])=[N:22][CH:21]=[N:20][C:19]=5[N:18]([C@@H:26]5[CH2:30][CH2:29][NH:28][CH2:27]5)[CH:17]=4)[CH:13]=[CH:14][CH:15]=3)[O:7][CH:4]([CH2:5][CH2:6]1)[CH2:3][CH2:2]2.Br[CH:32]1[CH2:35][S:34](=[O:37])(=[O:36])[CH2:33]1, predict the reaction product. The product is: [O:36]=[S:34]1(=[O:37])[CH2:35][CH:32]([N:28]2[CH2:29][CH2:30][C@@H:26]([N:18]3[C:19]4[N:20]=[CH:21][N:22]=[C:23]([NH2:25])[C:24]=4[C:16]([C:12]4[CH:13]=[CH:14][CH:15]=[C:10]([O:9][CH2:8][C:1]56[O:7][CH:4]([CH2:5][CH2:6]5)[CH2:3][CH2:2]6)[CH:11]=4)=[CH:17]3)[CH2:27]2)[CH2:33]1. (10) Given the reactants I[C:2]1[C:7]([O:8][CH3:9])=[CH:6][CH:5]=[CH:4][C:3]=1[O:10][CH3:11].[Li]CCCC.[C:17]([S:21]([N:23]=[CH:24][C:25]([O:27][CH2:28][CH3:29])=[O:26])=[O:22])([CH3:20])([CH3:19])[CH3:18].[NH4+].[Cl-], predict the reaction product. The product is: [CH3:11][O:10][C:3]1[CH:4]=[CH:5][CH:6]=[C:7]([O:8][CH3:9])[C:2]=1[CH:24]([NH:23][S:21]([C:17]([CH3:18])([CH3:20])[CH3:19])=[O:22])[C:25]([O:27][CH2:28][CH3:29])=[O:26].